This data is from Forward reaction prediction with 1.9M reactions from USPTO patents (1976-2016). The task is: Predict the product of the given reaction. (1) Given the reactants Cl.[N:2]1([C:7]2[N:12]=[C:11]([NH:13][CH2:14][CH2:15][N:16]([CH3:28])[CH2:17][CH2:18][NH:19][C:20]3[C:21](=[O:27])[C:22](=[O:26])[C:23]=3[O:24]C)[CH:10]=[C:9]([N:29]3[CH2:33][CH2:32][CH2:31][CH2:30]3)[N:8]=2)[CH2:6][CH2:5][CH2:4][CH2:3]1, predict the reaction product. The product is: [N:2]1([C:7]2[N:12]=[C:11]([NH:13][CH2:14][CH2:15][N:16]([CH3:28])[CH2:17][CH2:18][NH:19][C:20]3[C:23](=[O:24])[C:22](=[O:26])[C:21]=3[OH:27])[CH:10]=[C:9]([N:29]3[CH2:30][CH2:31][CH2:32][CH2:33]3)[N:8]=2)[CH2:6][CH2:5][CH2:4][CH2:3]1. (2) Given the reactants Br[C:2]1[S:3][CH:4]=[C:5]([C:7]2[CH:12]=[CH:11][C:10]([NH:13][S:14]([C:17]([F:20])([F:19])[F:18])(=[O:16])=[O:15])=[CH:9][C:8]=2[Cl:21])[N:6]=1.CC1(C)C(C)(C)OB([C:30]2[CH:35]=[CH:34][N:33]=[C:32]3[NH:36][CH:37]=[CH:38][C:31]=23)O1.C(=O)([O-])[O-].[Na+].[Na+].CN(C)C=O, predict the reaction product. The product is: [Cl:21][C:8]1[CH:9]=[C:10]([NH:13][S:14]([C:17]([F:20])([F:19])[F:18])(=[O:16])=[O:15])[CH:11]=[CH:12][C:7]=1[C:5]1[N:6]=[C:2]([C:30]2[CH:35]=[CH:34][N:33]=[C:32]3[NH:36][CH:37]=[CH:38][C:31]=23)[S:3][CH:4]=1. (3) Given the reactants [N:1]1[CH:2]=[C:3]([S:10]([N:13]2[C:21]3[C:16](=[N:17][CH:18]=[C:19]([C:22]4[CH:23]=[N:24][N:25]([CH:27]5[CH2:32][CH2:31][NH:30][CH2:29][CH2:28]5)[CH:26]=4)[CH:20]=3)[CH:15]=[N:14]2)(=[O:12])=[O:11])[N:4]2[CH:9]=[CH:8][CH:7]=[CH:6][C:5]=12.[C:33](O)(=O)[CH3:34].C([BH3-])#N.[Na+], predict the reaction product. The product is: [N:1]1[CH:2]=[C:3]([S:10]([N:13]2[C:21]3[C:16](=[N:17][CH:18]=[C:19]([C:22]4[CH:23]=[N:24][N:25]([CH:27]5[CH2:32][CH2:31][N:30]([CH2:33][CH3:34])[CH2:29][CH2:28]5)[CH:26]=4)[CH:20]=3)[CH:15]=[N:14]2)(=[O:11])=[O:12])[N:4]2[CH:9]=[CH:8][CH:7]=[CH:6][C:5]=12. (4) Given the reactants [CH2:1]([O:8][C:9]([N:11]1[C@H:20]([C:21](O)=[O:22])[CH2:19][C:18]2[C:13](=[CH:14][CH:15]=[CH:16][CH:17]=2)[CH2:12]1)=[O:10])[C:2]1[CH:7]=[CH:6][CH:5]=[CH:4][CH:3]=1.ClC(N(C)C)=C(C)C.[F:32][C:33]1[C:38]([F:39])=[CH:37][CH:36]=[CH:35][C:34]=1[C@H:40]([NH:42][CH2:43][C:44]1[CH:53]=[CH:52][C:47]([C:48]([O:50][CH3:51])=[O:49])=[CH:46][CH:45]=1)[CH3:41].CCN(C(C)C)C(C)C, predict the reaction product. The product is: [F:32][C:33]1[C:38]([F:39])=[CH:37][CH:36]=[CH:35][C:34]=1[C@H:40]([N:42]([CH2:43][C:44]1[CH:45]=[CH:46][C:47]([C:48]([O:50][CH3:51])=[O:49])=[CH:52][CH:53]=1)[C:21]([C@@H:20]1[CH2:19][C:18]2[C:13](=[CH:14][CH:15]=[CH:16][CH:17]=2)[CH2:12][N:11]1[C:9]([O:8][CH2:1][C:2]1[CH:7]=[CH:6][CH:5]=[CH:4][CH:3]=1)=[O:10])=[O:22])[CH3:41].